Dataset: Catalyst prediction with 721,799 reactions and 888 catalyst types from USPTO. Task: Predict which catalyst facilitates the given reaction. Reactant: P([O-])([O-])([O-])=O.[K+].[K+].[K+].[F:9][C:10]1[C:15](B(O)O)=[CH:14][CH:13]=[CH:12][N:11]=1.[NH2:19][C:20]1[CH2:40][O:39][CH2:38][C@@:22]2([C:35]3[CH:34]=[C:33](Br)[CH:32]=[CH:31][C:30]=3[O:29][C:28]3[C:23]2=[CH:24][C:25]([OH:37])=[CH:26][CH:27]=3)[N:21]=1.O. Product: [NH2:19][C:20]1[CH2:40][O:39][CH2:38][C@@:22]2([C:35]3[CH:34]=[C:33]([C:15]4[C:10]([F:9])=[N:11][CH:12]=[CH:13][CH:14]=4)[CH:32]=[CH:31][C:30]=3[O:29][C:28]3[C:23]2=[CH:24][C:25]([OH:37])=[CH:26][CH:27]=3)[N:21]=1. The catalyst class is: 12.